Dataset: Forward reaction prediction with 1.9M reactions from USPTO patents (1976-2016). Task: Predict the product of the given reaction. (1) Given the reactants [CH2:1]([C@@H:8]([CH2:19][OH:20])[C@H:9]([C:11]1[CH:16]=[CH:15][C:14]([Br:17])=[CH:13][C:12]=1F)[OH:10])[C:2]1[CH:7]=[CH:6][CH:5]=[CH:4][CH:3]=1.CC(C)([O-])C.[K+], predict the reaction product. The product is: [CH2:1]([C@@H:8]1[C@@H:9]([OH:10])[C:11]2[C:16](=[CH:15][C:14]([Br:17])=[CH:13][CH:12]=2)[O:20][CH2:19]1)[C:2]1[CH:7]=[CH:6][CH:5]=[CH:4][CH:3]=1. (2) Given the reactants Cl[C:2]1[N:7]=[C:6]([NH:8][C:9]2[CH:13]=[C:12]([O:14][CH2:15][CH:16]3[CH2:18][CH2:17]3)[NH:11][N:10]=2)[CH:5]=[CH:4][N:3]=1.[NH:19]1[C:27]2[C:22](=[C:23]([CH2:28][NH2:29])[CH:24]=[CH:25][CH:26]=2)[CH:21]=[CH:20]1, predict the reaction product. The product is: [NH:19]1[C:27]2[C:22](=[C:23]([CH2:28][NH:29][C:2]3[N:7]=[C:6]([NH:8][C:9]4[CH:13]=[C:12]([O:14][CH2:15][CH:16]5[CH2:18][CH2:17]5)[NH:11][N:10]=4)[CH:5]=[CH:4][N:3]=3)[CH:24]=[CH:25][CH:26]=2)[CH:21]=[CH:20]1. (3) Given the reactants CC[N+](S(N=C(OC)[O-])(=O)=O)(CC)CC.[CH3:16][N:17]1[C:21]([CH2:22][CH2:23][C:24]2[CH:29]=[CH:28][C:27]([C:30]([F:33])([F:32])[F:31])=[CH:26][CH:25]=2)=[C:20]([C:34]([NH:36][NH:37][C:38]([C:40]2[CH:45]=[CH:44][C:43]([S:46]([NH2:49])(=[O:48])=[O:47])=[CH:42][CH:41]=2)=O)=[O:35])[CH:19]=[N:18]1, predict the reaction product. The product is: [CH3:16][N:17]1[C:21]([CH2:22][CH2:23][C:24]2[CH:25]=[CH:26][C:27]([C:30]([F:31])([F:32])[F:33])=[CH:28][CH:29]=2)=[C:20]([C:34]2[O:35][C:38]([C:40]3[CH:45]=[CH:44][C:43]([S:46]([NH2:49])(=[O:47])=[O:48])=[CH:42][CH:41]=3)=[N:37][N:36]=2)[CH:19]=[N:18]1. (4) Given the reactants [CH3:1][N:2]([CH3:35])[CH2:3][CH2:4][O:5][C:6]1[CH:11]=[CH:10][C:9]([C:12]2[NH:28][C:15]3[N:16]=[CH:17][N:18]=[C:19]([NH:20][CH2:21][C@@H:22]4[CH2:25][CH2:24][C@@H:23]4[O:26]C)[C:14]=3[C:13]=2[C:29]2[CH:34]=[CH:33][CH:32]=[CH:31][CH:30]=2)=[CH:8][CH:7]=1.B(Br)(Br)Br, predict the reaction product. The product is: [CH3:1][N:2]([CH3:35])[CH2:3][CH2:4][O:5][C:6]1[CH:7]=[CH:8][C:9]([C:12]2[NH:28][C:15]3[N:16]=[CH:17][N:18]=[C:19]([NH:20][CH2:21][C@H:22]4[CH2:25][CH2:24][C@H:23]4[OH:26])[C:14]=3[C:13]=2[C:29]2[CH:34]=[CH:33][CH:32]=[CH:31][CH:30]=2)=[CH:10][CH:11]=1. (5) Given the reactants C(N(CC)CC)C.Cl.[CH3:9][O:10][C:11]1[CH:18]=[C:17]([O:19][CH3:20])[CH:16]=[CH:15][C:12]=1[CH2:13][NH2:14].[Br:21][CH:22]([CH2:24]Br)[CH3:23].O, predict the reaction product. The product is: [Br:21][C:22](=[CH2:23])[CH2:24][NH:14][CH2:13][C:12]1[CH:15]=[CH:16][C:17]([O:19][CH3:20])=[CH:18][C:11]=1[O:10][CH3:9]. (6) Given the reactants Cl[C:2]1[N:7]=[C:6]([C:8]2[C:16]3[C:11](=[CH:12][CH:13]=[CH:14][CH:15]=3)[NH:10][CH:9]=2)[C:5]([CH3:17])=[CH:4][N:3]=1.[CH3:18][O:19][C:20]1[CH:21]=[C:22]([N:29]2[CH2:34][CH2:33][CH:32]([N:35](C)[C:36](=O)OC(C)(C)C)[CH2:31][CH2:30]2)[CH:23]=[CH:24][C:25]=1[N+:26]([O-])=O, predict the reaction product. The product is: [NH:10]1[C:11]2[C:16](=[CH:15][CH:14]=[CH:13][CH:12]=2)[C:8]([C:6]2[C:5]([CH3:17])=[CH:4][N:3]=[C:2]([NH:26][C:25]3[CH:24]=[CH:23][C:22]([N:29]4[CH2:34][CH2:33][CH:32]([NH:35][CH3:36])[CH2:31][CH2:30]4)=[CH:21][C:20]=3[O:19][CH3:18])[N:7]=2)=[CH:9]1. (7) Given the reactants F[C:2]1[N:7]2[CH:8]=[C:9]([CH2:11][N:12]3[C@H:25]4[C@H:16]([CH2:17][CH2:18][C:19]5[C:24]4=[N:23][CH:22]=[CH:21][CH:20]=5)[CH2:15][CH2:14][CH2:13]3)[N:10]=[C:6]2[CH:5]=[CH:4][CH:3]=1.[NH2:26][CH:27]1[CH2:31][CH2:30][N:29](C(OC(C)(C)C)=O)[CH2:28]1.FC(F)(F)C(O)=O, predict the reaction product. The product is: [N:12]1([CH2:11][C:9]2[N:10]=[C:6]3[CH:5]=[CH:4][CH:3]=[C:2]([NH:26][CH:27]4[CH2:31][CH2:30][NH:29][CH2:28]4)[N:7]3[CH:8]=2)[C@H:25]2[C@H:16]([CH2:17][CH2:18][C:19]3[C:24]2=[N:23][CH:22]=[CH:21][CH:20]=3)[CH2:15][CH2:14][CH2:13]1. (8) Given the reactants C([O:4][CH2:5][CH2:6][N:7]1[CH:11]=[C:10]([C:12]2[C:21]3[CH2:20][CH2:19][C@H:18]4[C@H:22]([CH3:27])[C:23](=[O:26])[CH2:24][CH2:25][C@:17]4([C:28]4[CH:33]=[CH:32][CH:31]=[CH:30][CH:29]=4)[C:16]=3[N:15]=[C:14]([CH3:34])[N:13]=2)[CH:9]=[N:8]1)(=O)C.[CH:35](OCC)=[O:36].C[O-].[Na+], predict the reaction product. The product is: [OH:4][CH2:5][CH2:6][N:7]1[CH:11]=[C:10]([C:12]2[C:21]3[CH2:20][CH2:19][C@H:18]4[C@H:22]([CH3:27])[C:23](=[O:26])/[C:24](=[CH:35]\[OH:36])/[CH2:25][C@:17]4([C:28]4[CH:29]=[CH:30][CH:31]=[CH:32][CH:33]=4)[C:16]=3[N:15]=[C:14]([CH3:34])[N:13]=2)[CH:9]=[N:8]1. (9) Given the reactants Cl[C:2]1[O:3][C:4]2[CH:10]=[CH:9][CH:8]=[CH:7][C:5]=2[N:6]=1.[CH:11]([NH:14][CH2:15][CH2:16][OH:17])([CH3:13])[CH3:12].C(N(CC)CC)C, predict the reaction product. The product is: [CH:11]([N:14]([CH2:15][CH2:16][OH:17])[C:2]1[O:3][C:4]2[CH:10]=[CH:9][CH:8]=[CH:7][C:5]=2[N:6]=1)([CH3:13])[CH3:12].